This data is from hERG potassium channel inhibition data for cardiac toxicity prediction from Karim et al.. The task is: Regression/Classification. Given a drug SMILES string, predict its toxicity properties. Task type varies by dataset: regression for continuous values (e.g., LD50, hERG inhibition percentage) or binary classification for toxic/non-toxic outcomes (e.g., AMES mutagenicity, cardiotoxicity, hepatotoxicity). Dataset: herg_karim. The drug is Cc1nc(-c2nnc3n2CCN(C(=O)c2ccc(-c4ccccc4)cc2)[C@@H]3C)cs1. The result is 0 (non-blocker).